This data is from Catalyst prediction with 721,799 reactions and 888 catalyst types from USPTO. The task is: Predict which catalyst facilitates the given reaction. (1) Reactant: [H-].C([Al+]CC(C)C)C(C)C.C[O:12][C:13](=O)[C:14]([C:17]1[CH:22]=[CH:21][C:20]([S:23](=[O:42])(=[O:41])[NH:24][C:25]2[CH:30]=[CH:29][C:28]([Cl:31])=[CH:27][C:26]=2[N:32]2[C:40]3[C:35](=[N:36][CH:37]=[CH:38][CH:39]=3)[N:34]=[N:33]2)=[CH:19][CH:18]=1)([CH3:16])[CH3:15]. Product: [Cl:31][C:28]1[CH:29]=[CH:30][C:25]([NH:24][S:23]([C:20]2[CH:21]=[CH:22][C:17]([C:14]([CH3:15])([CH3:16])[CH2:13][OH:12])=[CH:18][CH:19]=2)(=[O:42])=[O:41])=[C:26]([N:32]2[C:40]3[C:35](=[N:36][CH:37]=[CH:38][CH:39]=3)[N:34]=[N:33]2)[CH:27]=1. The catalyst class is: 2. (2) Reactant: [N+:1]([C:4]1[CH:5]=[C:6]2[C:10](=[CH:11][CH:12]=1)[N:9]([CH2:13][O:14][CH2:15][CH2:16][Si:17]([CH3:20])([CH3:19])[CH3:18])[N:8]=[CH:7]2)([O-])=O.[H][H]. Product: [NH2:1][C:4]1[CH:5]=[C:6]2[C:10](=[CH:11][CH:12]=1)[N:9]([CH2:13][O:14][CH2:15][CH2:16][Si:17]([CH3:20])([CH3:19])[CH3:18])[N:8]=[CH:7]2. The catalyst class is: 19. (3) Reactant: [CH2:1]([S:8][C:9]1[N:14]=[C:13]([NH:15][S:16]([CH3:19])(=[O:18])=[O:17])[CH:12]=[C:11]([NH:20][CH2:21][CH2:22][OH:23])[N:10]=1)[C:2]1[CH:7]=[CH:6][CH:5]=[CH:4][CH:3]=1.N[CH2:25][C@H](O)C.CCOC(C)=O.Cl. Product: [CH2:1]([S:8][C:9]1[N:14]=[C:13]([NH:15][S:16]([CH3:19])(=[O:17])=[O:18])[CH:12]=[C:11]([NH:20][CH2:21][C@H:22]([OH:23])[CH3:25])[N:10]=1)[C:2]1[CH:3]=[CH:4][CH:5]=[CH:6][CH:7]=1. The catalyst class is: 179. (4) Reactant: [S:1]1[CH:5]=[CH:4][N:3]=[CH:2]1.C([Li])CCC.[C:11]([N:18]1[CH2:22][CH2:21][C:20](=[O:23])[CH2:19]1)([O:13][C:14]([CH3:17])([CH3:16])[CH3:15])=[O:12].C([N-]C(C)C)(C)C.[Li+].[I:32]I. Product: [OH:23][C:20]1([C:2]2[S:1][C:5]([I:32])=[CH:4][N:3]=2)[CH2:21][CH2:22][N:18]([C:11]([O:13][C:14]([CH3:17])([CH3:16])[CH3:15])=[O:12])[CH2:19]1. The catalyst class is: 7. (5) Reactant: [C:1]([NH:4][CH2:5][CH2:6][C:7]1[C:11]2[CH:12]=[C:13]([C:16]([OH:18])=O)[CH:14]=[CH:15][C:10]=2[O:9][CH:8]=1)(=[O:3])[CH3:2].C(N(CC)CC)C.ClC(OCC)=O.[N-:32]=[N+:33]=[N-:34].[Na+]. Product: [C:1]([NH:4][CH2:5][CH2:6][C:7]1[C:11]2[CH:12]=[C:13]([C:16]([N:32]=[N+:33]=[N-:34])=[O:18])[CH:14]=[CH:15][C:10]=2[O:9][CH:8]=1)(=[O:3])[CH3:2]. The catalyst class is: 95. (6) Reactant: Cl[C:2]1[CH:3]=[CH:4][C:5]2[N:6]([C:8]([C:18]3[CH:23]=[CH:22][N:21]=[N:20][CH:19]=3)=[C:9]([C:11]3[CH:16]=[CH:15][C:14]([F:17])=[CH:13][CH:12]=3)[N:10]=2)[N:7]=1.[OH:24][CH2:25][CH2:26][N:27]1[CH2:32][CH2:31][NH:30][CH2:29][CH2:28]1. Product: [F:17][C:14]1[CH:15]=[CH:16][C:11]([C:9]2[N:10]=[C:5]3[CH:4]=[CH:3][C:2]([N:30]4[CH2:31][CH2:32][N:27]([CH2:26][CH2:25][OH:24])[CH2:28][CH2:29]4)=[N:7][N:6]3[C:8]=2[C:18]2[CH:23]=[CH:22][N:21]=[N:20][CH:19]=2)=[CH:12][CH:13]=1. The catalyst class is: 709.